This data is from hERG Central: cardiac toxicity at 1µM, 10µM, and general inhibition. The task is: Predict hERG channel inhibition at various concentrations. (1) The drug is Nc1nc(Cn2nnc(-c3ccccc3Cl)n2)nc(N2CCOCC2)n1. Results: hERG_inhib (hERG inhibition (general)): blocker. (2) The compound is CCCCN(CC)C(=O)/C=C/c1cccc([N+](=O)[O-])c1. Results: hERG_inhib (hERG inhibition (general)): blocker. (3) The compound is N#Cc1ccc(OCC(=O)OCCCOC(=O)COc2ccc(C#N)cc2)cc1. Results: hERG_inhib (hERG inhibition (general)): blocker. (4) The drug is CCN(CC)CCNCC(O)(c1ccc(Cl)cc1)c1ccc(Cl)cc1. Results: hERG_inhib (hERG inhibition (general)): blocker. (5) The molecule is O=C(NCCc1ccc(Cl)cc1)C1CCN(S(=O)(=O)N2CCCC2)CC1. Results: hERG_inhib (hERG inhibition (general)): blocker.